This data is from Experimentally validated miRNA-target interactions with 360,000+ pairs, plus equal number of negative samples. The task is: Binary Classification. Given a miRNA mature sequence and a target amino acid sequence, predict their likelihood of interaction. (1) The miRNA is hsa-miR-611 with sequence GCGAGGACCCCUCGGGGUCUGAC. The protein sequence of the target gene is MESGGRPSLCQFILLGTTSVVTAALYSVYRQKARVSQELKGAKKVHLGEDLKSILSEAPGKCVPYAVIEGAVRSVKETLNSQFVENCKGVIQRLTLQEHKMVWNRTTHLWNDCSKIIHQRTNTVPFDLVPHEDGVDVAVRVLKPLDSVDLGLETVYEKFHPSIQSFTDVIGHYISGERPKGIQETEEMLKVGATLTGVGELVLDNNSVRLQPPKQGMQYYLSSQDFDSLLQRQESSVRLWKVLALVFGFATCATLFFILRKQYLQRQERLRLKQMQEEFQEHEAQLLSRAKPEDRESLKS.... Result: 0 (no interaction). (2) The miRNA is hsa-miR-545-3p with sequence UCAGCAAACAUUUAUUGUGUGC. The protein sequence of the target gene is MKMAPQNADPESMQVQELSVPLPDPQKAGGAEAENCETISEGSIDRIPMRLWVMHGAVMFGREFCYAMETALVTPILLQIGLPEQYYSLTWFLSPILGLIFTPLIGSASDRCTLSWGRRRPFILALCVGVLFGVALFLNGSAIGLALGDVPNRQPIGIVLTVLGVVVLDFSADATEGPIRAYLLDVVDSEEQDMALNIHAFSAGLGGAIGYVLGGLDWTQTFLGSWFRTQNQVLFFFAAIIFTVSVALHLFSIDEEQYSPQQERSAEEPGALDGGEPHGVPAFPDEVQSEHELALDYPDV.... Result: 1 (interaction).